This data is from Full USPTO retrosynthesis dataset with 1.9M reactions from patents (1976-2016). The task is: Predict the reactants needed to synthesize the given product. (1) The reactants are: [NH2:1]/[C:2](/[CH:9]1[CH2:14][N:13]([C:15]([O:17][C:18]([CH3:21])([CH3:20])[CH3:19])=[O:16])[CH2:12][CH2:11][N:10]1[C:22]([O:24][C:25]([CH3:28])([CH3:27])[CH3:26])=[O:23])=[CH:3]\[C:4]([O:6][CH2:7][CH3:8])=[O:5].[CH3:29][C:30](=O)[C:31]#[CH:32]. Given the product [CH2:7]([O:6][C:4]([C:3]1[C:2]([CH:9]2[CH2:14][N:13]([C:15]([O:17][C:18]([CH3:19])([CH3:20])[CH3:21])=[O:16])[CH2:12][CH2:11][N:10]2[C:22]([O:24][C:25]([CH3:27])([CH3:26])[CH3:28])=[O:23])=[N:1][C:31]([CH3:32])=[CH:30][CH:29]=1)=[O:5])[CH3:8], predict the reactants needed to synthesize it. (2) The reactants are: C[O:2][C:3]1[CH:10]=[CH:9][CH:8]=[C:7]([N+:11]([O-])=O)[C:4]=1[C:5]#[N:6]. Given the product [NH2:11][C:7]1[CH:8]=[CH:9][CH:10]=[C:3]([OH:2])[C:4]=1[C:5]#[N:6], predict the reactants needed to synthesize it. (3) Given the product [CH:16]1([NH:8][C:6]2[N:5]3[N:19]=[CH:20][C:21]([CH:22]=[C:23]4[CH2:27][C:26](=[O:28])[NH:25][C:24]4=[O:29])=[C:4]3[N:3]=[C:2]([NH:47][CH2:46][C:40]3[CH:41]=[C:42]([O:44][CH3:45])[CH:43]=[C:38]([O:37][CH3:36])[CH:39]=3)[CH:7]=2)[CH2:18][CH2:17]1, predict the reactants needed to synthesize it. The reactants are: Cl[C:2]1[CH:7]=[C:6]([N:8]([CH:16]2[CH2:18][CH2:17]2)C(=O)OC(C)(C)C)[N:5]2[N:19]=[CH:20][C:21]([CH:22]=[C:23]3[CH2:27][C:26](=[O:28])[NH:25][C:24]3=[O:29])=[C:4]2[N:3]=1.C([O-])([O-])=O.[K+].[K+].[CH3:36][O:37][C:38]1[CH:39]=[C:40]([CH2:46][NH2:47])[CH:41]=[C:42]([O:44][CH3:45])[CH:43]=1.Cl.O1CCOCC1.